From a dataset of Full USPTO retrosynthesis dataset with 1.9M reactions from patents (1976-2016). Predict the reactants needed to synthesize the given product. (1) Given the product [CH3:1][C:2]1[C:7]([CH3:8])=[C:6]([C:9]2[CH:10]=[CH:11][CH:12]=[CH:13][CH:14]=2)[N:5]=[N:4][C:3]=1[N:15]1[CH2:20][CH2:19][NH:18][C@@H:17]([CH3:28])[CH2:16]1, predict the reactants needed to synthesize it. The reactants are: [CH3:1][C:2]1[C:7]([CH3:8])=[C:6]([C:9]2[CH:14]=[CH:13][CH:12]=[CH:11][CH:10]=2)[N:5]=[N:4][C:3]=1[N:15]1[CH2:20][CH2:19][N:18](C(OC(C)(C)C)=O)[C@@H:17]([CH3:28])[CH2:16]1.Cl.O1CCOCC1. (2) Given the product [CH3:28][NH:29][C@H:30]([CH3:33])[CH2:31][O:32][C:2]1[CH:11]=[CH:10][CH:9]=[C:8]2[C:3]=1[C:4]([NH:12][C:13]1[CH:18]=[CH:17][C:16]([O:19][C:20]3[CH:21]=[N:22][C:23]([CH3:26])=[CH:24][CH:25]=3)=[C:15]([CH3:27])[CH:14]=1)=[N:5][CH:6]=[N:7]2, predict the reactants needed to synthesize it. The reactants are: F[C:2]1[CH:11]=[CH:10][CH:9]=[C:8]2[C:3]=1[C:4]([NH:12][C:13]1[CH:18]=[CH:17][C:16]([O:19][C:20]3[CH:21]=[N:22][C:23]([CH3:26])=[CH:24][CH:25]=3)=[C:15]([CH3:27])[CH:14]=1)=[N:5][CH:6]=[N:7]2.[CH3:28][NH:29][C@H:30]([CH3:33])[CH2:31][OH:32]. (3) Given the product [F:1][C:2]1[C:7]([O:8][CH3:9])=[CH:6][C:5]([C:10]2[O:11][C:12]([C:20](=[O:36])[CH:21]([O:34][CH3:35])[C:22]3[CH:23]=[CH:24][C:25]([N:28]4[CH2:29][CH2:30][O:31][CH2:32][CH2:33]4)=[CH:26][CH:27]=3)=[CH:13][CH:14]=2)=[CH:4][C:3]=1[O:15][CH3:16], predict the reactants needed to synthesize it. The reactants are: [F:1][C:2]1[C:7]([O:8][CH3:9])=[CH:6][C:5]([C:10]2[O:11][CH:12]=[CH:13][CH:14]=2)=[CH:4][C:3]=1[O:15][CH3:16].CON(C)[C:20](=[O:36])[CH:21]([O:34][CH3:35])[C:22]1[CH:27]=[CH:26][C:25]([N:28]2[CH2:33][CH2:32][O:31][CH2:30][CH2:29]2)=[CH:24][CH:23]=1. (4) Given the product [Br:1][C:2]1[C:3]([S:22][C:19]([CH3:21])([CH3:20])[CH3:18])=[C:4]([CH:7]=[CH:8][C:9]=1[I:10])[CH:5]=[O:6], predict the reactants needed to synthesize it. The reactants are: [Br:1][C:2]1[C:3](F)=[C:4]([CH:7]=[CH:8][C:9]=1[I:10])[CH:5]=[O:6].C(=O)([O-])[O-].[K+].[K+].[CH3:18][C:19]([SH:22])([CH3:21])[CH3:20].O. (5) The reactants are: [Cl:1][C:2]1[CH:7]=[CH:6][CH:5]=[C:4]([F:8])[C:3]=1[C:9](=O)[CH2:10][C:11]1[CH:12]=[C:13]([CH:20]=[CH:21][C:22]=1[N+:23]([O-])=O)[C:14]([O:16][CH2:17][CH:18]=[CH2:19])=[O:15]. Given the product [Cl:1][C:2]1[CH:7]=[CH:6][CH:5]=[C:4]([F:8])[C:3]=1[C:9]1[NH:23][C:22]2[C:11]([CH:10]=1)=[CH:12][C:13]([C:14]([O:16][CH2:17][CH:18]=[CH2:19])=[O:15])=[CH:20][CH:21]=2, predict the reactants needed to synthesize it. (6) Given the product [CH3:1][C:2]1[NH:3][C:4]2[CH2:5][C:6]([CH3:13])([CH3:12])[CH2:7][C:8](=[O:11])[C:9]=2[C:10]=1[S:21][C:18]1[CH:19]=[CH:20][C:15]([CH3:14])=[CH:16][CH:17]=1, predict the reactants needed to synthesize it. The reactants are: [CH3:1][C:2]1[NH:3][C:4]2[CH2:5][C:6]([CH3:13])([CH3:12])[CH2:7][C:8](=[O:11])[C:9]=2[CH:10]=1.[CH3:14][C:15]1[CH:20]=[CH:19][C:18]([SH:21])=[CH:17][CH:16]=1.II. (7) The reactants are: [Cl:1][C:2]1[CH:9]=[C:8]([N:10]([CH2:16][C:17]2[CH:22]=[CH:21][CH:20]=[CH:19][C:18]=2[Cl:23])[C@H:11]2[CH2:15][CH2:14][NH:13][CH2:12]2)[CH:7]=[CH:6][C:3]=1[C:4]#[N:5].[CH3:24][N:25]1[C:29]([CH3:30])=[C:28]([S:31](Cl)(=[O:33])=[O:32])[C:27]([CH3:35])=[N:26]1. Given the product [Cl:1][C:2]1[CH:9]=[C:8]([N:10]([CH2:16][C:17]2[CH:22]=[CH:21][CH:20]=[CH:19][C:18]=2[Cl:23])[C@H:11]2[CH2:15][CH2:14][N:13]([S:31]([C:28]3[C:27]([CH3:35])=[N:26][N:25]([CH3:24])[C:29]=3[CH3:30])(=[O:32])=[O:33])[CH2:12]2)[CH:7]=[CH:6][C:3]=1[C:4]#[N:5], predict the reactants needed to synthesize it. (8) Given the product [NH:1]1[CH:5]=[CH:4][C:3]([C:6]2[CH:18]=[CH:17][CH:16]=[CH:15][C:7]=2[O:8][CH2:9][C:10]([NH:19][CH2:20][CH:21]([OH:33])[CH2:22][N:23]2[CH2:32][CH2:31][C:30]3[C:25](=[CH:26][CH:27]=[CH:28][CH:29]=3)[CH2:24]2)=[O:12])=[N:2]1, predict the reactants needed to synthesize it. The reactants are: [NH:1]1[CH:5]=[CH:4][C:3]([C:6]2[CH:18]=[CH:17][CH:16]=[CH:15][C:7]=2[O:8][CH2:9][C:10]([O:12]CC)=O)=[N:2]1.[NH2:19][CH2:20][CH:21]([OH:33])[CH2:22][N:23]1[CH2:32][CH2:31][C:30]2[C:25](=[CH:26][CH:27]=[CH:28][CH:29]=2)[CH2:24]1.